This data is from Experimental lipophilicity measurements (octanol/water distribution) for 4,200 compounds from AstraZeneca. The task is: Regression/Classification. Given a drug SMILES string, predict its absorption, distribution, metabolism, or excretion properties. Task type varies by dataset: regression for continuous measurements (e.g., permeability, clearance, half-life) or binary classification for categorical outcomes (e.g., BBB penetration, CYP inhibition). For this dataset (lipophilicity_astrazeneca), we predict Y. (1) The drug is CCCc1nn(C)c2c(=O)[nH]c(-c3cc(S(=O)(=O)N4CCN(C)CC4)ccc3OCC)nc12. The Y is 2.80 logD. (2) The molecule is C=CCCCCCCCCC(=O)N[C@H]1CCC(=O)NC1=O. The Y is 2.64 logD.